Dataset: Reaction yield outcomes from USPTO patents with 853,638 reactions. Task: Predict the reaction yield, written as a fraction of the theoretical maximum amount of product (1.0 means a 100% yield; for example, 0.34 means a 34% yield). (1) The reactants are [Cl:1][C:2]1[CH:8]=[C:7]([CH3:9])[CH:6]=[C:5]([CH3:10])[C:3]=1[NH2:4].C([Li])CCC.[Br:16][CH2:17][CH2:18][CH2:19]Br. The catalyst is O1CCOCC1. The product is [Br:16][CH2:17][CH2:18][CH2:19][NH:4][C:3]1[C:5]([CH3:10])=[CH:6][C:7]([CH3:9])=[CH:8][C:2]=1[Cl:1]. The yield is 0.670. (2) The product is [CH3:1][O:2][C:3]1[CH:14]=[CH:13][C:6](/[CH:7]=[CH:8]/[S:9]([NH:20][C:19]2[CH:21]=[CH:22][C:16]([F:15])=[CH:17][CH:18]=2)(=[O:11])=[O:10])=[CH:5][CH:4]=1. The yield is 0.864. No catalyst specified. The reactants are [CH3:1][O:2][C:3]1[CH:14]=[CH:13][C:6](/[CH:7]=[CH:8]/[S:9](Cl)(=[O:11])=[O:10])=[CH:5][CH:4]=1.[F:15][C:16]1[CH:22]=[CH:21][C:19]([NH2:20])=[CH:18][CH:17]=1.